Task: Regression. Given a target protein amino acid sequence and a drug SMILES string, predict the binding affinity score between them. We predict pKi (pKi = -log10(Ki in M); higher means stronger inhibition). Dataset: bindingdb_ki.. Dataset: Drug-target binding data from BindingDB using Ki measurements (1) The small molecule is C=CC1C[C@]1(NC(=O)C1C[C@@H](Oc2cc(-c3csc(NC(=O)C(C)C)n3)nc3c(Br)c(OC)ccc23)CN1C(=O)[C@@H](NC(=O)OC1CCCC1)C(C)(C)C)C(=O)O. The pKi is 9.0. The target protein sequence is APITAYSQQTRGLLACIITSLTGRDKNQVEGEVQVVSTATQSFLATCVNGVCWTVYHGAGSKTLAGPKGPVIQMYTNVDQDLVGWPAPPGARSLTPCTCGSSDLYLVTRHADVIPVRRRGDGRGSLLSPRPVSYLKGSSGGPLLCPSGHAVGIFRAAVCTRGVAKAVDFIPVESMETTMRS. (2) The drug is COC(=O)[C@@H]1C[C@H](OC(C)=O)C(=O)[C@H]2[C@@]1(C)CC[C@H]1C(=O)O[C@H](c3ccoc3)C[C@]21C. The target protein sequence is MDSPIQIFRGEPGPTCAPSACLPPNSSAWFPGWAEPDSNGSAGSEDAQLEPAHISPAIPVIITAVYSVVFVVGLVGNSLVMFVIIRYTKMKTATNIYIFNLALADALVTTTMPFQSTVYLMNSWPFGDVLCKIVISIDYYNMFTSIFTLTMMSVDRYIAVCHPVKALDFRTPLKAKIINICIWLLSSSVGISAIVLGGTKVREDVDVIECSLQFPDDDYSWWDLFMKICVFIFAFVIPVLIIIVCYTLMILRLKSVRLLSGSREKDRNLRRITRLVLVVVAVFVVCWTPIHIFALVEALGSTSHSTAALSSYYFCIALGYTNSSLNPILYAFLDENFKRCFRDFCFPLKMRMERQSTSRVRNTVQDPAYLRDIDGMNKPV. The pKi is 8.4. (3) The pKi is 6.2. The compound is CSCC[C@@H](NC(=O)[C@@H](N)Cc1ccc(O)cc1)C(=O)NCC(=O)N[C@@H](Cc1ccccc1)C(=O)N1CCC[C@H]1C(N)=O. The target protein sequence is MEPSVIPGADIPDLYSINPFNVTFPDDVLSFVPDGRNYTEPNPVKSRGIIIAISITALYSVICVVGLLGNILVMYGVVRYTKLKTATNIYIFNLALADALATSTLPFQSTKYLMNTWPFGELLCKVVIAIDYYNMFTSIFTLTMMSVDRYIAVCHPVRALEFRTPIKAKIINVCIWILSSAVGVPIMIMAVTRVTNQNTTVCMLKFPDPDWYWDTVTKICVFIFAFVVPVLVITICYGLMILRLKSVRLLSGSKEKDRNMRRITRMVLVVVAAFIICWTPIHIFIIEKTLVDINQKNPFVIASWHLHRTGYTNSSLNPVLYAFLDENFKRCFRDFCLPFRTRADQSNLNRARNATREPVSVCALRIQERSRYD. (4) The pKi is 8.8. The compound is CC1(C)CCC(C)(C)c2cc([C@@H](O)C(=O)Nc3ccc(C(=O)O)cc3F)ccc21. The target protein sequence is SPQLEELITKVSKAHQETFPSLCQLGKYTTNSSADHRVQLDLGLWDKFSELATKCIIKIVEFAKRLPGFTGLSIADQITLLKAACLDILMLRICTRYTPEQDTMTFSDGLTLNRTQMHNAGFGPLTDLVFAFAGQLLPLEMDDTETGLLSAICLICGDRMDLEEPEKVDKLQEPLLEALRLYARRRRPSQPYMFPRMLMKITDLRGISTKGAERAITLKMEIPGPMPPLIREMLE. (5) The drug is CCCN(c1nc(-c2ccc(Cl)cc2Cl)nn1C)C(C1CC1)C1CC1. The target protein (P34998) has sequence MGGHPQLRLVKALLLLGLNPVSASLQDQHCESLSLASNISGLQCNASVDLIGTCWPRSPAGQLVVRPCPAFFYGVRYNTTNNGYRECLANGSWAARVNYSECQEILNEEKKSKVHYHVAVIINYLGHCISLVALLVAFVLFLRLRPGCTHWGDQADGALEVGAPWSGAPFQVRRSIRCLRNIIHWNLISAFILRNATWFVVQLTMSPEVHQSNVGWCRLVTAAYNYFHVTNFFWMFGEGCYLHTAIVLTYSTDRLRKWMFICIGWGVPFPIIVAWAIGKLYYDNEKCWFGKRPGVYTDYIYQGPMILVLLINFIFLFNIVRILMTKLRASTTSETIQYRKAVKATLVLLPLLGITYMLFFVNPGEDEVSRVVFIYFNSFLESFQGFFVSVFYCFLNSEVRSAIRKRWHRWQDKHSIRARVARAMSIPTSPTRVSFHSIKQSTAV. The pKi is 5.0. (6) The drug is CN1CC[C@]23c4c5ccc(O)c4O[C@H]2[C@@H](O)C=C[C@H]3[C@H]1C5. The target protein sequence is MDTMTMETLLLSSTLLLLPFNKHGGAKLAGWLVNDLPRRRIMKPPSRFEVHIRFCCLKPENAETTFKVDGRRFNMSTKTLKLYRDTTYRIGVTSSPPMEFEEAEINGENLISHLEPDGGIEADWSTAGFSKTKSRSRCNIRLMLRGVFGSVTQDLQCKFYDISDPHAQWGDKFRQMVLVCSTYDDCMINVVEVELK. The pKi is 6.0. (7) The compound is CP(=O)(O)CCCN. The target protein (Q9Z0U4) has sequence MLLLLLVPLFLRPLGAGGAQTPNATSEGCQIIHPPWEGGIRYRGLTRDQVKAINFLPVDYEIEYVCRGEREVVGPKVRKCLANGSWTDMDTPSRCVRICSKSYLTLENGKVFLTGGDLPALDGARVEFRCDPDFHLVGSSRSVCSQGQWSTPKPHCQVNRTPHSERRAVYIGALFPMSGGWPGGQACQPAVEMALEDVNSRRDILPDYELKLIHHDSKCDPGQATKYLYELLYNDPIKIILMPGCSSVSTLVAEAARMWNLIVLSYGSSSPALSNRQRFPTFFRTHPSATLHNPTRVKLFEKWGWKKIATIQQTTEVFTSTLDDLEERVKEAGIEITFRQSFFSDPAVPVKNLKRQDARIIVGLFYETEARKVFCEVYKERLFGKKYVWFLIGWYADNWFKTYDPSINCTVEEMTEAVEGHITTEIVMLNPANTRSISNMTSQEFVEKLTKRLKRHPEETGGFQEAPLAYDAIWALALALNKTSGGGGRSGVRLEDFNYN.... The pKi is 7.8.